From a dataset of TCR-epitope binding with 47,182 pairs between 192 epitopes and 23,139 TCRs. Binary Classification. Given a T-cell receptor sequence (or CDR3 region) and an epitope sequence, predict whether binding occurs between them. (1) The epitope is YLDAYNMMI. The TCR CDR3 sequence is CATLRLKTPYRGTARIFMNTEAFF. Result: 1 (the TCR binds to the epitope). (2) The epitope is LLFNKVTLA. The TCR CDR3 sequence is CSVEGHRYNEQFF. Result: 1 (the TCR binds to the epitope). (3) The epitope is VLQAVGACV. The TCR CDR3 sequence is CASSQDLGQEREQYF. Result: 0 (the TCR does not bind to the epitope). (4) The epitope is YLQPRTFLL. The TCR CDR3 sequence is CASSVQNTGELFF. Result: 1 (the TCR binds to the epitope). (5) The epitope is IIKDYGKQM. The TCR CDR3 sequence is CASSPTGGGTGELFF. Result: 0 (the TCR does not bind to the epitope). (6) The epitope is FLPRVFSAV. The TCR CDR3 sequence is CASSQDDVGGRYGYTF. Result: 1 (the TCR binds to the epitope). (7) Result: 1 (the TCR binds to the epitope). The epitope is NLSALGIFST. The TCR CDR3 sequence is CASSQAPPVITGSPLHF. (8) The epitope is GILGFVFTL. The TCR CDR3 sequence is CASSQDSLTGQANSPLHF. Result: 0 (the TCR does not bind to the epitope).